From a dataset of Forward reaction prediction with 1.9M reactions from USPTO patents (1976-2016). Predict the product of the given reaction. The product is: [NH3:10].[C:41]([O:40][C:38]([N:37]([CH2:36][CH2:35][CH2:34][CH2:33][CH2:32][CH2:31][CH2:30][CH2:29][CH2:28][N:18]1[CH2:19][CH2:20][CH:15]([CH2:14][N:11]2[CH:12]=[N:13][C:9]([C@:7]([CH:1]3[CH2:6][CH2:5][CH2:4][CH2:3][CH2:2]3)([OH:8])[C:21]3[CH:26]=[CH:25][CH:24]=[CH:23][CH:22]=3)=[N:10]2)[CH2:16][CH2:17]1)[C:45]([O:47][C:48]([CH3:49])([CH3:50])[CH3:51])=[O:46])=[O:39])([CH3:44])([CH3:43])[CH3:42]. Given the reactants [CH:1]1([C@@:7]([C:21]2[CH:26]=[CH:25][CH:24]=[CH:23][CH:22]=2)([C:9]2[N:13]=[CH:12][N:11]([CH2:14][CH:15]3[CH2:20][CH2:19][NH:18][CH2:17][CH2:16]3)[N:10]=2)[OH:8])[CH2:6][CH2:5][CH2:4][CH2:3][CH2:2]1.Br[CH2:28][CH2:29][CH2:30][CH2:31][CH2:32][CH2:33][CH2:34][CH2:35][CH2:36][N:37]([C:45]([O:47][C:48]([CH3:51])([CH3:50])[CH3:49])=[O:46])[C:38]([O:40][C:41]([CH3:44])([CH3:43])[CH3:42])=[O:39].C(N(CC)CC)C, predict the reaction product.